Dataset: Full USPTO retrosynthesis dataset with 1.9M reactions from patents (1976-2016). Task: Predict the reactants needed to synthesize the given product. (1) Given the product [CH:18]1([C@H:9]2[NH:8][C:13]3[CH:14]=[CH:15][CH:16]=[CH:17][C:12]=3[O:11][CH2:10]2)[CH2:19][CH2:20][CH2:21][CH2:22][CH2:23]1, predict the reactants needed to synthesize it. The reactants are: C(OC([N:8]1[C:13]2[CH:14]=[CH:15][CH:16]=[CH:17][C:12]=2[O:11][CH2:10][C@H:9]1[CH:18]1[CH2:23][CH2:22][CH2:21][CH2:20][CH2:19]1)=O)(C)(C)C.Cl. (2) Given the product [CH3:25][N:23]1[CH:24]=[C:20]([B:10]2[O:11][C:12]([CH3:17])([CH3:18])[C:13]([CH3:15])([CH3:16])[O:14]2)[CH:21]=[C:22]1[C:26]([NH2:28])=[O:27], predict the reactants needed to synthesize it. The reactants are: [B:10]1([B:10]2[O:14][C:13]([CH3:16])([CH3:15])[C:12]([CH3:18])([CH3:17])[O:11]2)[O:14][C:13]([CH3:16])([CH3:15])[C:12]([CH3:18])([CH3:17])[O:11]1.Br[C:20]1[CH:21]=[C:22]([C:26]([NH2:28])=[O:27])[N:23]([CH3:25])[CH:24]=1.C([O-])(=O)C.[K+].CC(C1C=C(C(C)C)C(C2C=CC=CC=2P(C2CCCCC2)C2CCCCC2)=C(C(C)C)C=1)C. (3) Given the product [F:37][C:34]1[CH:33]=[CH:32][C:31]([C:29]2[O:28][N:27]=[C:26]([NH:25][C:13]([CH:14]3[C:15]4[C:16](=[CH:20][CH:21]=[CH:22][CH:23]=4)[C:17](=[O:19])[N:12]([CH2:11][CH2:10][O:9][CH3:8])[CH:6]3[C:2]3[S:1][CH:5]=[CH:4][CH:3]=3)=[O:24])[CH:30]=2)=[CH:36][CH:35]=1, predict the reactants needed to synthesize it. The reactants are: [S:1]1[CH:5]=[CH:4][CH:3]=[C:2]1[CH:6]=O.[CH3:8][O:9][CH2:10][CH2:11][NH2:12].[C:13]1(=[O:24])[O:19][C:17](=O)[C:16]2=[CH:20][CH:21]=[CH:22][CH:23]=[C:15]2[CH2:14]1.[NH2:25][C:26]1[CH:30]=[C:29]([C:31]2[CH:36]=[CH:35][C:34]([F:37])=[CH:33][CH:32]=2)[O:28][N:27]=1. (4) Given the product [Br:8][C:7]1[C:2]([NH:1][C:19]2[CH2:20][CH:15]([C:11]3[O:10][CH:14]=[CH:13][CH:12]=3)[CH2:16][C:17](=[O:22])[CH:18]=2)=[N:3][CH:4]=[C:5]([CH3:9])[CH:6]=1, predict the reactants needed to synthesize it. The reactants are: [NH2:1][C:2]1[C:7]([Br:8])=[CH:6][C:5]([CH3:9])=[CH:4][N:3]=1.[O:10]1[CH:14]=[CH:13][CH:12]=[C:11]1[CH:15]1[CH2:20][C:19](=O)[CH2:18][C:17](=[O:22])[CH2:16]1.O.C1(C)C=CC(S(O)(=O)=O)=CC=1.C(=O)(O)[O-].[Na+]. (5) Given the product [C:16]([O:15][C:13]([N:20]1[CH2:28][CH2:27][CH2:26][C@H:22]([C:23](=[O:24])[NH2:4])[CH2:21]1)=[O:14])([CH3:19])([CH3:18])[CH3:17], predict the reactants needed to synthesize it. The reactants are: C(C1NC=CN=1)(C1[NH:4]C=CN=1)=O.[C:13]([N:20]1[CH2:28][CH2:27][CH2:26][C@H:22]([C:23](O)=[O:24])[CH2:21]1)([O:15][C:16]([CH3:19])([CH3:18])[CH3:17])=[O:14].[NH4+].[OH-].